From a dataset of Forward reaction prediction with 1.9M reactions from USPTO patents (1976-2016). Predict the product of the given reaction. (1) Given the reactants [Cl:1][C:2]1[N:10]=[C:9]2[C:5]([N:6]([CH2:23][C@H:24]3[CH2:29][CH2:28][C@H:27]([CH3:30])[CH2:26][CH2:25]3)[C:7]([N:11]3[CH2:16][CH2:15][O:14][CH2:13][C@H:12]3[C:17]3[CH:22]=[CH:21][CH:20]=[CH:19][CH:18]=3)=[N:8]2)=[C:4](Cl)[N:3]=1.[Cl:32][C:33]1[CH:34]=[CH:35][C:36](=[O:39])[NH:37][CH:38]=1.C([O-])([O-])=O.[Cs+].[Cs+], predict the reaction product. The product is: [Cl:32][C:33]1[CH:34]=[CH:35][C:36](=[O:39])[N:37]([C:4]2[N:3]=[C:2]([Cl:1])[N:10]=[C:9]3[C:5]=2[N:6]([CH2:23][C@H:24]2[CH2:29][CH2:28][C@H:27]([CH3:30])[CH2:26][CH2:25]2)[C:7]([N:11]2[CH2:16][CH2:15][O:14][CH2:13][C@H:12]2[C:17]2[CH:18]=[CH:19][CH:20]=[CH:21][CH:22]=2)=[N:8]3)[CH:38]=1. (2) Given the reactants C(N(C(C)C)C(C)C)C.F[P-](F)(F)(F)(F)F.N1(OC(N(C)C)=[N+](C)C)C2N=CC=CC=2N=N1.[NH2:34][C:35]1[CH:43]=[CH:42][CH:41]=[CH:40][C:36]=1[C:37]([NH2:39])=[O:38].[C:44]1([CH:50]2[CH2:55][CH2:54][CH:53]([N:56]3[CH2:61][CH2:60][CH2:59][CH:58]([C:62](O)=[O:63])[CH2:57]3)[CH2:52][CH2:51]2)[CH:49]=[CH:48][CH:47]=[CH:46][CH:45]=1, predict the reaction product. The product is: [NH2:39][C:37]([C:36]1[CH:40]=[CH:41][CH:42]=[CH:43][C:35]=1[NH:34][C:62]([CH:58]1[CH2:59][CH2:60][CH2:61][N:56]([CH:53]2[CH2:52][CH2:51][CH:50]([C:44]3[CH:49]=[CH:48][CH:47]=[CH:46][CH:45]=3)[CH2:55][CH2:54]2)[CH2:57]1)=[O:63])=[O:38]. (3) Given the reactants Br[C:2]1[CH:7]=[CH:6][CH:5]=[C:4]([O:8][CH2:9][O:10][CH3:11])[C:3]=1[O:12][CH2:13][CH:14]1[CH2:16][CH2:15]1.CCCCCC.C([Li])CCC.[I:28]I.S([O-])([O-])(=O)=S.[Na+].[Na+], predict the reaction product. The product is: [CH:14]1([CH2:13][O:12][C:3]2[C:4]([O:8][CH2:9][O:10][CH3:11])=[CH:5][CH:6]=[CH:7][C:2]=2[I:28])[CH2:16][CH2:15]1.